From a dataset of NCI-60 drug combinations with 297,098 pairs across 59 cell lines. Regression. Given two drug SMILES strings and cell line genomic features, predict the synergy score measuring deviation from expected non-interaction effect. Drug 1: CC1OCC2C(O1)C(C(C(O2)OC3C4COC(=O)C4C(C5=CC6=C(C=C35)OCO6)C7=CC(=C(C(=C7)OC)O)OC)O)O. Drug 2: C1=CC(=CC=C1CC(C(=O)O)N)N(CCCl)CCCl.Cl. Cell line: NCI/ADR-RES. Synergy scores: CSS=9.41, Synergy_ZIP=-0.412, Synergy_Bliss=0.820, Synergy_Loewe=-4.58, Synergy_HSA=-1.13.